From a dataset of Full USPTO retrosynthesis dataset with 1.9M reactions from patents (1976-2016). Predict the reactants needed to synthesize the given product. Given the product [OH:38][C@@:30]1([C:28]#[C:29][C:2]2[CH:3]=[CH:4][C:5]3[O:11][CH2:10][CH2:9][N:8]4[C:12]([C:18]([NH:20][CH:21]5[CH2:22][CH2:23][O:24][CH2:25][CH2:26]5)=[O:19])=[C:13]([C:15]([NH2:17])=[O:16])[N:14]=[C:7]4[C:6]=3[CH:27]=2)[CH2:35][CH2:34][CH2:33][N:32]([CH3:36])[C:31]1=[O:37], predict the reactants needed to synthesize it. The reactants are: Br[C:2]1[CH:3]=[CH:4][C:5]2[O:11][CH2:10][CH2:9][N:8]3[C:12]([C:18]([NH:20][CH:21]4[CH2:26][CH2:25][O:24][CH2:23][CH2:22]4)=[O:19])=[C:13]([C:15]([NH2:17])=[O:16])[N:14]=[C:7]3[C:6]=2[CH:27]=1.[C:28]([C@:30]1([OH:38])[CH2:35][CH2:34][CH2:33][N:32]([CH3:36])[C:31]1=[O:37])#[CH:29].